Dataset: HIV replication inhibition screening data with 41,000+ compounds from the AIDS Antiviral Screen. Task: Binary Classification. Given a drug SMILES string, predict its activity (active/inactive) in a high-throughput screening assay against a specified biological target. (1) The molecule is O=C1CCC2(c3ccc(F)cc3)Nc3ccc(Cl)cc3N12. The result is 0 (inactive). (2) The compound is Nc1c(-c2ccccc2[N+](=O)[O-])nc2ccccn12. The result is 0 (inactive). (3) The compound is COc1ccc(C2SC(=Cc3cccc(O)c3)C(=O)N2NC(=O)Cc2ccccc2)cc1. The result is 0 (inactive). (4) The molecule is CCOP(=O)(OCC)ON=Cc1cccc(C(F)(F)F)c1. The result is 0 (inactive). (5) The drug is Oc1ccccc1C1=N[N+]2=Cc3cccc[n+]3[Ni-4]234([OH+]1)[OH+]C(c1ccccc1O)=N[N+]3=Cc1cccc[n+]14. The result is 0 (inactive). (6) The drug is CCOC(=O)C1=[N+]([O-])OC2=C(O)CCCC21. The result is 0 (inactive). (7) The compound is CCCCCCCCCCCCCCCCC(C(=O)O)S(=O)(=O)O. The result is 0 (inactive). (8) The compound is CC(C)(C)CC(C)(C)c1cc2c(O)c(c1)Cc1cc(C(C)(C)CC(C)(C)C)cc(c1O)Cc1cc(C(C)(C)CC(C)(C)C)cc(c1O)Cc1cc(C(C)(C)CC(C)(C)C)cc(c1O)C2. The result is 0 (inactive). (9) The molecule is CCOC(=O)c1ccc(C(=O)n2ccnc2)[nH]1. The result is 0 (inactive).